From a dataset of NCI-60 drug combinations with 297,098 pairs across 59 cell lines. Regression. Given two drug SMILES strings and cell line genomic features, predict the synergy score measuring deviation from expected non-interaction effect. (1) Drug 1: CCC1=C2CN3C(=CC4=C(C3=O)COC(=O)C4(CC)O)C2=NC5=C1C=C(C=C5)O. Drug 2: CC12CCC3C(C1CCC2O)C(CC4=C3C=CC(=C4)O)CCCCCCCCCS(=O)CCCC(C(F)(F)F)(F)F. Cell line: OVCAR-5. Synergy scores: CSS=32.6, Synergy_ZIP=-10.3, Synergy_Bliss=0.321, Synergy_Loewe=-51.9, Synergy_HSA=0.188. (2) Drug 1: CC1C(C(CC(O1)OC2CC(CC3=C2C(=C4C(=C3O)C(=O)C5=C(C4=O)C(=CC=C5)OC)O)(C(=O)C)O)N)O.Cl. Drug 2: C1=CC(=CC=C1CCCC(=O)O)N(CCCl)CCCl. Cell line: UACC-257. Synergy scores: CSS=17.9, Synergy_ZIP=-1.56, Synergy_Bliss=4.40, Synergy_Loewe=1.66, Synergy_HSA=3.42.